Dataset: Catalyst prediction with 721,799 reactions and 888 catalyst types from USPTO. Task: Predict which catalyst facilitates the given reaction. (1) Reactant: [C:1]1([CH:7]([C:12]2[CH:17]=[CH:16][CH:15]=[CH:14][CH:13]=2)[CH2:8][C:9]([OH:11])=O)[CH:6]=[CH:5][CH:4]=[CH:3][CH:2]=1.[C:18]([N:25]1[CH2:30][CH2:29][NH:28][CH2:27][CH2:26]1)([O:20][C:21]([CH3:24])([CH3:23])[CH3:22])=[O:19].C(Cl)CCl. Product: [C:21]([O:20][C:18]([N:25]1[CH2:30][CH2:29][N:28]([C:9](=[O:11])[CH2:8][CH:7]([C:1]2[CH:2]=[CH:3][CH:4]=[CH:5][CH:6]=2)[C:12]2[CH:17]=[CH:16][CH:15]=[CH:14][CH:13]=2)[CH2:27][CH2:26]1)=[O:19])([CH3:24])([CH3:22])[CH3:23]. The catalyst class is: 64. (2) Reactant: Cl.[N:2]1([C@H:8]2[CH2:13][CH2:12][CH2:11][CH2:10][C@@H:9]2[O:14][CH2:15][C:16]2[C:21]([Cl:22])=[CH:20][CH:19]=[CH:18][C:17]=2[Cl:23])[CH2:7][CH2:6][O:5][CH2:4][CH2:3]1. Product: [ClH:22].[O:5]=[C:4]1[CH2:6][CH2:7][N:2]([C@H:8]2[CH2:13][CH2:12][CH2:11][CH2:10][C@@H:9]2[O:14][CH2:15][C:16]2[C:21]([Cl:22])=[CH:20][CH:19]=[CH:18][C:17]=2[Cl:23])[CH2:3]1. The catalyst class is: 28. (3) Product: [OH:28][C:25]1[CH:26]=[CH:27][C:18]([CH2:17][CH2:16][N:5]([CH2:4][CH:3]=[O:2])[C:6](=[O:15])[O:7][CH2:8][C:9]2[CH:10]=[CH:11][CH:12]=[CH:13][CH:14]=2)=[C:19]2[C:24]=1[NH:23][C:22](=[O:29])[CH:21]=[CH:20]2. Reactant: C[O:2][CH:3](OC)[CH2:4][N:5]([CH2:16][CH2:17][C:18]1[CH:27]=[CH:26][C:25]([OH:28])=[C:24]2[C:19]=1[CH:20]=[CH:21][C:22](=[O:29])[NH:23]2)[C:6](=[O:15])[O:7][CH2:8][C:9]1[CH:14]=[CH:13][CH:12]=[CH:11][CH:10]=1.Cl. The catalyst class is: 21. (4) Reactant: [F:1][C:2]1[C:7]([F:8])=[CH:6][CH:5]=[CH:4][C:3]=1[C:9]1[N:34]=[C:12]2[CH:13]=[N:14][N:15]([CH2:17][C:18]3[O:22][N:21]=[C:20]([C:23]4[CH:28]=[CH:27][C:26]([OH:29])=[CH:25][C:24]=4[C:30]([F:33])([F:32])[F:31])[CH:19]=3)[CH:16]=[C:11]2[N:10]=1.[O:35]1[CH2:39][CH2:38][CH:37]([CH2:40]OS(C)(=O)=O)[CH2:36]1.C(=O)([O-])[O-].[K+].[K+]. Product: [F:1][C:2]1[C:7]([F:8])=[CH:6][CH:5]=[CH:4][C:3]=1[C:9]1[N:34]=[C:12]2[CH:13]=[N:14][N:15]([CH2:17][C:18]3[O:22][N:21]=[C:20]([C:23]4[CH:28]=[CH:27][C:26]([O:29][CH2:40][CH:37]5[CH2:38][CH2:39][O:35][CH2:36]5)=[CH:25][C:24]=4[C:30]([F:32])([F:33])[F:31])[CH:19]=3)[CH:16]=[C:11]2[N:10]=1. The catalyst class is: 3. (5) Reactant: [CH3:1][O:2][C:3]1[CH:8]=[CH:7][C:6]([C:9]2[CH:14]=[CH:13][C:12]([S:15]([N:18](C)[CH2:19]C#C)(=[O:17])=[O:16])=[CH:11][CH:10]=2)=[CH:5][CH:4]=1.C[Si](N=[N+]=[N-])(C)C. Product: [CH3:1][O:2][C:3]1[CH:4]=[CH:5][C:6]([C:9]2[CH:14]=[CH:13][C:12]([S:15]([NH:18][CH3:19])(=[O:17])=[O:16])=[CH:11][CH:10]=2)=[CH:7][CH:8]=1. The catalyst class is: 121. (6) Reactant: [C:1]([C:5]1[CH:22]=[CH:21][C:8]([CH2:9][N:10]2[C:14](=[O:15])[N:13]([CH2:16][CH2:17][CH3:18])[C:12]([CH2:19][OH:20])=[N:11]2)=[CH:7][CH:6]=1)([CH3:4])([CH3:3])[CH3:2].C([O:27][C:28](=[O:42])[C:29]([CH3:41])([S:31][C:32]1[CH:40]=[CH:39][C:35]([C:36](O)=[O:37])=[CH:34][CH:33]=1)[CH3:30])(C)(C)C.C(Cl)CCl. Product: [C:1]([C:5]1[CH:22]=[CH:21][C:8]([CH2:9][N:10]2[C:14](=[O:15])[N:13]([CH2:16][CH2:17][CH3:18])[C:12]([CH2:19][O:20][C:36]([C:35]3[CH:34]=[CH:33][C:32]([S:31][C:29]([CH3:41])([CH3:30])[C:28]([OH:42])=[O:27])=[CH:40][CH:39]=3)=[O:37])=[N:11]2)=[CH:7][CH:6]=1)([CH3:2])([CH3:3])[CH3:4]. The catalyst class is: 241.